This data is from Catalyst prediction with 721,799 reactions and 888 catalyst types from USPTO. The task is: Predict which catalyst facilitates the given reaction. (1) Reactant: [Br:1]Br.[CH3:3][CH:4]([CH3:13])[C:5]([C:7]1[CH:12]=[CH:11][CH:10]=[CH:9][N:8]=1)=[O:6]. Product: [Br:1][C:4]([CH3:13])([CH3:3])[C:5]([C:7]1[CH:12]=[CH:11][CH:10]=[CH:9][N:8]=1)=[O:6]. The catalyst class is: 15. (2) Reactant: [CH3:1][C:2]([O:5][C:6]([NH:8][C@@H:9]([CH2:16][CH2:17][C:18]1[CH:23]=[CH:22][CH:21]=[CH:20][CH:19]=1)/[CH:10]=[CH:11]/[C:12]([O:14]C)=[O:13])=[O:7])([CH3:4])[CH3:3].[Li+].[OH-].Cl. Product: [CH3:4][C:2]([O:5][C:6]([NH:8][C@@H:9]([CH2:16][CH2:17][C:18]1[CH:19]=[CH:20][CH:21]=[CH:22][CH:23]=1)/[CH:10]=[CH:11]/[C:12]([OH:14])=[O:13])=[O:7])([CH3:1])[CH3:3]. The catalyst class is: 20. (3) Reactant: [Cl:1][C:2]1[N:6]([C:7]2[CH:12]=[C:11](Cl)[N:10]=[CH:9][N:8]=2)[C:5]2[CH:14]=[CH:15][CH:16]=[CH:17][C:4]=2[N:3]=1.[NH3:18]. Product: [Cl:1][C:2]1[N:6]([C:7]2[N:8]=[CH:9][N:10]=[C:11]([NH2:18])[CH:12]=2)[C:5]2[CH:14]=[CH:15][CH:16]=[CH:17][C:4]=2[N:3]=1. The catalyst class is: 41. (4) Reactant: [NH2:1][C:2]1[CH:7]=[CH:6][CH:5]=[CH:4][C:3]=1[NH:8][CH2:9][C@H:10]1[CH2:15][CH2:14][CH2:13][N:12]([C:16]([O:18][C:19]([CH3:22])([CH3:21])[CH3:20])=[O:17])[CH2:11]1.[Cl:23][CH2:24][C:25](OC)(OC)OC.C1(C)C=CC(S(O)(=O)=O)=CC=1. Product: [Cl:23][CH2:24][C:25]1[N:8]([CH2:9][C@H:10]2[CH2:15][CH2:14][CH2:13][N:12]([C:16]([O:18][C:19]([CH3:22])([CH3:21])[CH3:20])=[O:17])[CH2:11]2)[C:3]2[CH:4]=[CH:5][CH:6]=[CH:7][C:2]=2[N:1]=1. The catalyst class is: 4. (5) Reactant: CC(C)([O-])C.[K+].[CH2:7]([NH:14][CH2:15][C@@H:16]1[O:21][C:20]2[CH:22]=[C:23]([N+:26]([O-:28])=[O:27])[CH:24]=[CH:25][C:19]=2[O:18][CH2:17]1)[C:8]1[CH:13]=[CH:12][CH:11]=[CH:10][CH:9]=1.ClC1C=CC(O[CH2:35][C:36]#[N:37])=CC=1.Cl. Product: [CH2:7]([NH:14][CH2:15][C@H:16]1[CH2:17][O:18][C:19]2[CH:25]=[CH:24][C:23]([N+:26]([O-:28])=[O:27])=[C:22]([CH2:35][C:36]#[N:37])[C:20]=2[O:21]1)[C:8]1[CH:13]=[CH:12][CH:11]=[CH:10][CH:9]=1. The catalyst class is: 3. (6) Reactant: [CH3:1][C:2]1[S:3][C:4]([C:8]([OH:10])=[O:9])=[C:5]([CH3:7])[N:6]=1.[Li]CCCC.[F:16][C:17]1[CH:18]=[CH:19][C:20]([C:23]2[C:27]([CH:28]=[O:29])=[C:26]([CH3:30])[O:25][N:24]=2)=[N:21][CH:22]=1. Product: [F:16][C:17]1[CH:18]=[CH:19][C:20]([C:23]2[C:27]([CH:28]([OH:29])[CH2:1][C:2]3[S:3][C:4]([C:8]([OH:10])=[O:9])=[C:5]([CH3:7])[N:6]=3)=[C:26]([CH3:30])[O:25][N:24]=2)=[N:21][CH:22]=1. The catalyst class is: 1. (7) Reactant: F[C:2]1[CH:19]=[CH:18][C:5]([C:6]([O:8][CH2:9][C:10]2[CH:15]=[CH:14][C:13]([O:16][CH3:17])=[CH:12][CH:11]=2)=[O:7])=[CH:4][C:3]=1[C:20]([F:23])([F:22])[F:21].C(=O)([O-])[O-].[K+].[K+].[SH:30][C:31]1[CH:32]=[C:33]([OH:37])[CH:34]=[CH:35][CH:36]=1.[CH2:38](Br)[C:39]1[CH:44]=[CH:43][CH:42]=[CH:41][CH:40]=1. Product: [CH2:38]([O:37][C:33]1[CH:32]=[C:31]([S:30][C:2]2[CH:19]=[CH:18][C:5]([C:6]([O:8][CH2:9][C:10]3[CH:15]=[CH:14][C:13]([O:16][CH3:17])=[CH:12][CH:11]=3)=[O:7])=[CH:4][C:3]=2[C:20]([F:23])([F:22])[F:21])[CH:36]=[CH:35][CH:34]=1)[C:39]1[CH:44]=[CH:43][CH:42]=[CH:41][CH:40]=1. The catalyst class is: 39. (8) Reactant: [CH3:1][O:2][C:3](=[O:22])[NH:4][C:5]1[S:6][C:7]2[C:13]([C:14]3[CH2:15][CH2:16][O:17][CH2:18][CH:19]=3)=[CH:12][CH:11]=[C:10]([O:20][CH3:21])[C:8]=2[N:9]=1. Product: [CH3:1][O:2][C:3](=[O:22])[NH:4][C:5]1[S:6][C:7]2[C:13]([CH:14]3[CH2:15][CH2:16][O:17][CH2:18][CH2:19]3)=[CH:12][CH:11]=[C:10]([O:20][CH3:21])[C:8]=2[N:9]=1. The catalyst class is: 19.